Task: Predict the reactants needed to synthesize the given product.. Dataset: Full USPTO retrosynthesis dataset with 1.9M reactions from patents (1976-2016) (1) Given the product [NH2:23][C:18]1[CH:19]=[CH:20][CH:21]=[C:22]2[C:17]=1[CH:16]=[CH:15][N:14]2[C:8]([C:5]1[CH:6]=[CH:7][C:2]([Cl:1])=[CH:3][CH:4]=1)([CH2:9][CH3:10])[CH:11]([OH:12])[CH2:34][O:32][CH3:31], predict the reactants needed to synthesize it. The reactants are: [Cl:1][C:2]1[CH:7]=[CH:6][C:5]([C:8]([N:14]2[C:22]3[C:17](=[C:18]([NH:23]C(=O)OC(C)(C)C)[CH:19]=[CH:20][CH:21]=3)[CH:16]=[CH:15]2)([CH:11]2C[O:12]2)[CH2:9][CH3:10])=[CH:4][CH:3]=1.[CH3:31][O:32][Na].[CH3:34]O. (2) Given the product [CH3:7][O:8][CH2:9][CH2:10][O:11][C:12]1[CH:17]=[N:16][C:15]2[C:18](=[O:20])[NH:2][CH:1]=[CH:21][C:14]=2[CH:13]=1, predict the reactants needed to synthesize it. The reactants are: [CH3:1][N:2](C)/C=N/[H].[CH3:7][O:8][CH2:9][CH2:10][O:11][C:12]1[CH:13]=[C:14]([CH3:21])[C:15]([C:18]([OH:20])=O)=[N:16][CH:17]=1.CC([O-])(C)C.[K+].Cl.